This data is from Forward reaction prediction with 1.9M reactions from USPTO patents (1976-2016). The task is: Predict the product of the given reaction. (1) Given the reactants [Br:1][C:2]1[CH:3]=[C:4]2[C:10](I)=[CH:9][N:8]([CH3:12])[C:5]2=[N:6][CH:7]=1.[CH3:13][N:14]1[CH2:19][CH:18]=[C:17](B(O)O)[CH2:16][CH2:15]1.C([O-])([O-])=O.[K+].[K+].O, predict the reaction product. The product is: [Br:1][C:2]1[CH:3]=[C:4]2[C:10]([C:17]3[CH2:18][CH2:19][N:14]([CH3:13])[CH2:15][CH:16]=3)=[CH:9][N:8]([CH3:12])[C:5]2=[N:6][CH:7]=1. (2) The product is: [CH3:1][O:2][C:3](=[O:25])[C:4]1[CH:9]=[CH:8][C:7]([O:10][CH2:11][CH2:12][CH2:13][CH:14]2[CH2:19][CH2:18][N:17]([C:20]3[N:23]=[C:28]([C:27]([F:26])([CH3:32])[CH3:31])[O:22][N:21]=3)[CH2:16][CH2:15]2)=[CH:6][C:5]=1[CH3:24]. Given the reactants [CH3:1][O:2][C:3](=[O:25])[C:4]1[CH:9]=[CH:8][C:7]([O:10][CH2:11][CH2:12][CH2:13][CH:14]2[CH2:19][CH2:18][N:17]([C:20](=[NH:23])[NH:21][OH:22])[CH2:16][CH2:15]2)=[CH:6][C:5]=1[CH3:24].[F:26][C:27]([CH3:32])([CH3:31])[C:28](O)=O.C1C=CC2N(O)N=NC=2C=1.CCN=C=NCCCN(C)C.CCN(CC)CC, predict the reaction product.